Dataset: Forward reaction prediction with 1.9M reactions from USPTO patents (1976-2016). Task: Predict the product of the given reaction. (1) Given the reactants Br[CH2:2][C:3]1[N:8]([C:9]2[CH:14]=[CH:13][CH:12]=[C:11]([C:15]([F:18])([F:17])[F:16])[CH:10]=2)[C:7](=[O:19])[NH:6][CH:5]([C:20]2[CH:25]=[CH:24][C:23]([C:26]#[N:27])=[CH:22][C:21]=2[S:28]([CH3:31])(=[O:30])=[O:29])[C:4]=1[C:32](OCC)=[O:33].[NH2:37][CH2:38][CH2:39][OH:40], predict the reaction product. The product is: [OH:40][CH2:39][CH2:38][N:37]1[C:32](=[O:33])[C:4]2[CH:5]([C:20]3[CH:25]=[CH:24][C:23]([C:26]#[N:27])=[CH:22][C:21]=3[S:28]([CH3:31])(=[O:30])=[O:29])[NH:6][C:7](=[O:19])[N:8]([C:9]3[CH:14]=[CH:13][CH:12]=[C:11]([C:15]([F:18])([F:16])[F:17])[CH:10]=3)[C:3]=2[CH2:2]1. (2) Given the reactants [C:1]1([NH:7][C:8]([NH2:10])=[S:9])[CH:6]=[CH:5][CH:4]=[CH:3][CH:2]=1.BrBr.C(Cl)(Cl)[Cl:14], predict the reaction product. The product is: [Cl:14][C:6]1[C:1]2[N:7]=[C:8]([NH2:10])[S:9][C:2]=2[CH:3]=[CH:4][CH:5]=1. (3) The product is: [NH2:7][CH:8]([CH2:9][CH3:10])[CH:11]([C:12]1[N:23]=[C:15]([C:16]2[CH:21]=[CH:20][CH:19]=[CH:18][CH:17]=2)[O:14][N:13]=1)[OH:24]. Given the reactants C(OC(=O)[NH:7][CH:8]([CH:11]([OH:24])[C:12](=[NH:23])[NH:13][O:14][C:15](=O)[C:16]1[CH:21]=[CH:20][CH:19]=[CH:18][CH:17]=1)[CH2:9][CH3:10])(C)(C)C.O.C(O)(C(F)(F)F)=O, predict the reaction product. (4) Given the reactants [CH2:1]([O:3][C:4]([C:6]1[S:10][C:9]([C:11]2[CH:16]=[CH:15][CH:14]=[CH:13][CH:12]=2)=[N:8][C:7]=1OS(C(F)(F)F)(=O)=O)=[O:5])[CH3:2].[NH:25]1[CH2:30][CH2:29][CH2:28][CH2:27][CH2:26]1, predict the reaction product. The product is: [CH2:1]([O:3][C:4]([C:6]1[S:10][C:9]([C:11]2[CH:16]=[CH:15][CH:14]=[CH:13][CH:12]=2)=[N:8][C:7]=1[N:25]1[CH2:30][CH2:29][CH2:28][CH2:27][CH2:26]1)=[O:5])[CH3:2].